Dataset: Forward reaction prediction with 1.9M reactions from USPTO patents (1976-2016). Task: Predict the product of the given reaction. (1) Given the reactants [NH2:1][CH2:2][CH2:3][C:4]1[CH:9]=[CH:8][C:7]([OH:10])=[CH:6][CH:5]=1.[C:11]([CH2:13][C:14](OCC)=[O:15])#[N:12], predict the reaction product. The product is: [C:11]([CH2:13][C:14]([NH:1][CH2:2][CH2:3][C:4]1[CH:9]=[CH:8][C:7]([OH:10])=[CH:6][CH:5]=1)=[O:15])#[N:12]. (2) Given the reactants [Cl:1][C:2]1[CH:11]=[C:10]2[C:5]([C:6]([N:12]3[C:16]([C:17]([F:20])([F:19])[F:18])=[C:15]([C:21](O)=[O:22])[CH:14]=[N:13]3)=[CH:7][CH:8]=[N:9]2)=[CH:4][CH:3]=1.[Cl:24][C:25]1[CH:30]=[CH:29][C:28]([CH2:31][CH2:32][NH2:33])=[CH:27][CH:26]=1, predict the reaction product. The product is: [Cl:24][C:25]1[CH:30]=[CH:29][C:28]([CH2:31][CH2:32][NH:33][C:21]([C:15]2[CH:14]=[N:13][N:12]([C:6]3[C:5]4[C:10](=[CH:11][C:2]([Cl:1])=[CH:3][CH:4]=4)[N:9]=[CH:8][CH:7]=3)[C:16]=2[C:17]([F:20])([F:18])[F:19])=[O:22])=[CH:27][CH:26]=1. (3) Given the reactants Cl.CO.[Cl:4][C:5]1[CH:25]=[C:24]([Cl:26])[C:23]([O:27]CC2C=CC(OC)=CC=2)=[CH:22][C:6]=1[O:7][C:8]1[N:12]([CH3:13])[N:11]=[C:10]([CH3:14])[C:9]=1[C:15]([N:17]1[CH2:21][CH2:20][CH2:19][CH2:18]1)=[O:16], predict the reaction product. The product is: [Cl:26][C:24]1[CH:25]=[C:5]([Cl:4])[C:6]([O:7][C:8]2[N:12]([CH3:13])[N:11]=[C:10]([CH3:14])[C:9]=2[C:15]([N:17]2[CH2:21][CH2:20][CH2:19][CH2:18]2)=[O:16])=[CH:22][C:23]=1[OH:27].